From a dataset of Reaction yield outcomes from USPTO patents with 853,638 reactions. Predict the reaction yield, written as a fraction of the theoretical maximum amount of product (1.0 means a 100% yield; for example, 0.34 means a 34% yield). (1) The product is [CH3:1][O:2][C:3](=[O:14])[C:4]1[CH:9]=[C:8]([C:15]#[N:16])[C:7]([F:11])=[CH:6][C:5]=1[O:12][CH3:13]. The reactants are [CH3:1][O:2][C:3](=[O:14])[C:4]1[CH:9]=[C:8](Br)[C:7]([F:11])=[CH:6][C:5]=1[O:12][CH3:13].[C:15]([Cu])#[N:16].[Li+].[Cl-].Cl. The catalyst is CN(C=O)C.O.O.O.O.O.O.[Fe](Cl)(Cl)Cl.C(OCC)(=O)C. The yield is 0.750. (2) The reactants are [Cl:1][C:2]1[CH:3]=[C:4]2[C:9](=[CH:10][C:11]=1[O:12][C:13]1[CH:21]=[CH:20][C:16]([C:17](O)=[O:18])=[CH:15][CH:14]=1)[O:8][CH2:7][CH2:6][CH:5]2[C:22]([O:24][CH2:25][CH3:26])=[O:23].O.ON1C2C=CC=CC=2N=N1.Cl.C(N=C=NCCCN(C)C)C.[CH3:50][C:51]1[CH:59]=[CH:58][C:54]([CH2:55][CH2:56][NH2:57])=[CH:53][CH:52]=1. The catalyst is CN(C)C=O.O. The product is [Cl:1][C:2]1[CH:3]=[C:4]2[C:9](=[CH:10][C:11]=1[O:12][C:13]1[CH:21]=[CH:20][C:16]([C:17](=[O:18])[NH:57][CH2:56][CH2:55][C:54]3[CH:58]=[CH:59][C:51]([CH3:50])=[CH:52][CH:53]=3)=[CH:15][CH:14]=1)[O:8][CH2:7][CH2:6][CH:5]2[C:22]([O:24][CH2:25][CH3:26])=[O:23]. The yield is 0.960. (3) The reactants are Br[CH2:2][CH:3]1[O:7][CH2:6][CH2:5][O:4]1.[CH:8]1([C:17]#[N:18])[C:16]2[C:11](=[CH:12][CH:13]=[CH:14][CH:15]=2)[CH2:10][CH2:9]1.[Li+].C[Si]([N-][Si](C)(C)C)(C)C. The catalyst is C1COCC1. The product is [O:4]1[CH2:5][CH2:6][O:7][CH:3]1[CH2:2][C:8]1([C:17]#[N:18])[C:16]2[C:11](=[CH:12][CH:13]=[CH:14][CH:15]=2)[CH2:10][CH2:9]1. The yield is 0.740. (4) The reactants are [CH:1]1[C:11]2[CH:10]=[CH:9][C:8]3[CH:12]=[CH:13][CH:14]=[CH:15][C:7]=3[NH:6][C:5]=2[CH:4]=[CH:3][CH:2]=1.[OH2:16]. The catalyst is CC(C)=O. The product is [CH:1]1[C:2](=[O:16])[CH:3]=[CH:4][C:5]2=[N:6][C:7]3[CH:15]=[CH:14][CH:13]=[CH:12][C:8]=3[CH:9]=[CH:10][C:11]=12. The yield is 0.340. (5) The reactants are [C:1]1([N:7]([C:16]2[CH:21]=[CH:20][CH:19]=[CH:18][CH:17]=2)[C:8]2[CH:15]=[CH:14][C:11]([CH:12]=O)=[CH:10][CH:9]=2)[CH:6]=[CH:5][CH:4]=[CH:3][CH:2]=1.[C:22]1([NH:28][NH2:29])[CH:27]=[CH:26][CH:25]=[CH:24][CH:23]=1. The catalyst is CO. The product is [C:22]1([NH:28][N:29]=[CH:12][C:11]2[CH:14]=[CH:15][C:8]([N:7]([C:16]3[CH:21]=[CH:20][CH:19]=[CH:18][CH:17]=3)[C:1]3[CH:2]=[CH:3][CH:4]=[CH:5][CH:6]=3)=[CH:9][CH:10]=2)[CH:27]=[CH:26][CH:25]=[CH:24][CH:23]=1. The yield is 0.867.